Dataset: Full USPTO retrosynthesis dataset with 1.9M reactions from patents (1976-2016). Task: Predict the reactants needed to synthesize the given product. (1) Given the product [Br:1][C:2]1[S:3][C:4]([CH2:8][OH:9])=[C:5]([Br:7])[N:6]=1, predict the reactants needed to synthesize it. The reactants are: [Br:1][C:2]1[S:3][C:4]([CH:8]=[O:9])=[C:5]([Br:7])[N:6]=1.[BH4-].[Na+].O. (2) The reactants are: O.O.[Sn](Cl)Cl.[F:6][C:7]1[CH:12]=[CH:11][C:10]([NH:13][C:14]2[CH:15]=[CH:16][C:17]3[C:23](=[O:24])[C:22]4[CH:25]=[CH:26][C:27]([N+:29]([O-:31])=[O:30])=[CH:28][C:21]=4[CH2:20][O:19][C:18]=3[CH:32]=2)=[C:9]([N+:33]([O-])=O)[CH:8]=1. Given the product [NH2:33][C:9]1[CH:8]=[C:7]([F:6])[CH:12]=[CH:11][C:10]=1[NH:13][C:14]1[CH:15]=[CH:16][C:17]2[C:23](=[O:24])[C:22]3[CH:25]=[CH:26][C:27]([N+:29]([O-:31])=[O:30])=[CH:28][C:21]=3[CH2:20][O:19][C:18]=2[CH:32]=1, predict the reactants needed to synthesize it. (3) Given the product [Cl:18][C:11]1[CH:10]=[C:9](/[CH:8]=[C:4]2/[C:5](=[O:7])[N:6]3[CH:20]=[C:21]([C:23]4[CH:28]=[CH:27][N:26]=[C:25]([Cl:29])[CH:24]=4)[N:1]=[C:2]3[S:3]/2)[CH:14]=[C:13]([O:15][CH3:16])[C:12]=1[OH:17], predict the reactants needed to synthesize it. The reactants are: [NH2:1][C:2]1[S:3]/[C:4](=[CH:8]\[C:9]2[CH:14]=[C:13]([O:15][CH3:16])[C:12]([OH:17])=[C:11]([Cl:18])[CH:10]=2)/[C:5](=[O:7])[N:6]=1.Br[CH2:20][C:21]([C:23]1[CH:28]=[CH:27][N:26]=[C:25]([Cl:29])[CH:24]=1)=O. (4) Given the product [F:20][C:19]([F:22])([F:21])[C:17]([OH:23])=[O:18].[CH3:1][O:2][C@H:3]1[CH2:8][CH2:7][NH:6][CH2:5][C@H:4]1[CH3:16], predict the reactants needed to synthesize it. The reactants are: [CH3:1][O:2][C@H:3]1[CH2:8][CH2:7][N:6](C(OC(C)(C)C)=O)[CH2:5][C@H:4]1[CH3:16].[C:17]([OH:23])([C:19]([F:22])([F:21])[F:20])=[O:18]. (5) Given the product [CH2:11]([C:6]1[C:7]2[C:8](=[O:10])[O:9][C:21](=[O:23])[NH:1][C:2]=2[CH:3]=[CH:4][C:5]=1[O:18][CH3:19])[C:12]1[CH:13]=[CH:14][CH:15]=[CH:16][CH:17]=1, predict the reactants needed to synthesize it. The reactants are: [NH2:1][C:2]1[C:7]([C:8]([OH:10])=[O:9])=[C:6]([CH2:11][C:12]2[CH:17]=[CH:16][CH:15]=[CH:14][CH:13]=2)[C:5]([O:18][CH3:19])=[CH:4][CH:3]=1.Cl[C:21](Cl)([O:23]C(=O)OC(Cl)(Cl)Cl)Cl. (6) The reactants are: C(NC1C=C(O[Si](C(C)C)(C(C)C)C(C)C)C=CC=1C(O)=O)(=O)C(C)C.[OH:27][C:28]([CH3:53])([CH3:52])[C:29]([NH:31][C:32]1[CH:40]=[C:39]([O:41][Si](C(C)C)(C(C)C)C(C)C)[CH:38]=[CH:37][C:33]=1[C:34]([OH:36])=O)=O.[Cl:54][C:55]1[CH:60]=[CH:59][C:58]([NH2:61])=[CH:57][C:56]=1F.ClC1C=CC(N)=CC=1. Given the product [Cl:54][C:55]1[CH:60]=[CH:59][C:58]([N:61]2[C:34](=[O:36])[C:33]3[C:32](=[CH:40][C:39]([OH:41])=[CH:38][CH:37]=3)[N:31]=[C:29]2[C:28]([OH:27])([CH3:52])[CH3:53])=[CH:57][CH:56]=1, predict the reactants needed to synthesize it. (7) Given the product [CH3:31][S:32]([O:4][CH2:3][CH:2]([C:5]1[C:6]([N:25]([CH3:30])[S:26]([CH3:29])(=[O:27])=[O:28])=[CH:7][C:8]2[O:12][C:11]([C:13]3[CH:18]=[CH:17][C:16]([F:19])=[CH:15][CH:14]=3)=[C:10]([C:20](=[O:21])[NH:22][CH3:23])[C:9]=2[CH:24]=1)[OH:1])(=[O:34])=[O:33], predict the reactants needed to synthesize it. The reactants are: [OH:1][CH:2]([C:5]1[C:6]([N:25]([CH3:30])[S:26]([CH3:29])(=[O:28])=[O:27])=[CH:7][C:8]2[O:12][C:11]([C:13]3[CH:18]=[CH:17][C:16]([F:19])=[CH:15][CH:14]=3)=[C:10]([C:20]([NH:22][CH3:23])=[O:21])[C:9]=2[CH:24]=1)[CH2:3][OH:4].[CH3:31][S:32](Cl)(=[O:34])=[O:33].